Dataset: Catalyst prediction with 721,799 reactions and 888 catalyst types from USPTO. Task: Predict which catalyst facilitates the given reaction. (1) Reactant: [C:1]([C:5]1[CH:9]=[C:8]([C:10]([O:12][CH2:13][CH3:14])=[O:11])[N:7]([C:15]2[CH:20]=[CH:19][CH:18]=[C:17]([CH2:21]Cl)[CH:16]=2)[N:6]=1)([CH3:4])([CH3:3])[CH3:2].[CH3:23][PH:24](=[O:26])[CH3:25].[O-]P([O-])([O-])=O.[K+].[K+].[K+].O.CC1(C)C2C(=C(P(C3C=CC=CC=3)C3C=CC=CC=3)C=CC=2)OC2C(P(C3C=CC=CC=3)C3C=CC=CC=3)=CC=CC1=2. Product: [C:1]([C:5]1[CH:9]=[C:8]([C:10]([O:12][CH2:13][CH3:14])=[O:11])[N:7]([C:15]2[CH:20]=[CH:19][CH:18]=[C:17]([CH2:21][P:24]([CH3:25])([CH3:23])=[O:26])[CH:16]=2)[N:6]=1)([CH3:4])([CH3:3])[CH3:2]. The catalyst class is: 274. (2) Reactant: [F:1][C:2]1[C:7]([CH3:8])=[CH:6][CH:5]=[C:4]([OH:9])[CH:3]=1.F[C:11]1[CH:18]=[CH:17][C:14]([CH:15]=[O:16])=[CH:13][CH:12]=1.C([O-])([O-])=O.[K+].[K+]. Product: [F:1][C:2]1[CH:3]=[C:4]([O:9][C:11]2[CH:18]=[CH:17][C:14]([CH:15]=[O:16])=[CH:13][CH:12]=2)[CH:5]=[CH:6][C:7]=1[CH3:8]. The catalyst class is: 18. (3) Reactant: [Li+].CC([N-]C(C)C)C.[C:9]([O:13][C:14]([CH:16]1[CH2:18][CH2:17]1)=[O:15])([CH3:12])([CH3:11])[CH3:10].[CH2:19](Br)[C:20]1[CH:25]=[CH:24][CH:23]=[CH:22][CH:21]=1.[NH4+].[Cl-]. Product: [C:9]([O:13][C:14]([C:16]1([CH2:19][C:20]2[CH:25]=[CH:24][CH:23]=[CH:22][CH:21]=2)[CH2:18][CH2:17]1)=[O:15])([CH3:12])([CH3:11])[CH3:10]. The catalyst class is: 1. (4) Reactant: [CH2:1]([O:3][C:4]([C:6]1[C:7]([CH3:21])=[N:8][N:9]([C:12]2[CH:17]=[CH:16][CH:15]=[CH:14][C:13]=2[N+:18]([O-])=O)[C:10]=1[CH3:11])=[O:5])[CH3:2].C(O)C.[H][H]. Product: [CH2:1]([O:3][C:4]([C:6]1[C:7]([CH3:21])=[N:8][N:9]([C:12]2[CH:17]=[CH:16][CH:15]=[CH:14][C:13]=2[NH2:18])[C:10]=1[CH3:11])=[O:5])[CH3:2]. The catalyst class is: 153. (5) Reactant: [CH3:1][C:2]([O:5][C:6]([NH:8][C@H:9]([C:31]([OH:33])=[O:32])[CH2:10][S:11][C:12]([C:25]1[CH:30]=[CH:29][CH:28]=[CH:27][CH:26]=1)([C:19]1[CH:24]=[CH:23][CH:22]=[CH:21][CH:20]=1)[C:13]1[CH:18]=[CH:17][CH:16]=[CH:15][CH:14]=1)=[O:7])([CH3:4])[CH3:3].[NH2:34][C@H:35]([C:44]([O:46][CH3:47])=[O:45])[CH2:36][C:37]1[CH:42]=[CH:41][C:40]([OH:43])=[CH:39][CH:38]=1.Cl.CN1CCOCC1.O.ON1C2C=CC=CC=2N=N1.C1(N=C=NC2CCCCC2)CCCCC1. Product: [CH3:4][C:2]([O:5][C:6]([NH:8][C@@H:9]([C:31]([OH:33])=[O:32])[CH2:10][S:11][C:12]([C:19]1[CH:24]=[CH:23][CH:22]=[CH:21][CH:20]=1)([C:25]1[CH:26]=[CH:27][CH:28]=[CH:29][CH:30]=1)[C:13]1[CH:18]=[CH:17][CH:16]=[CH:15][CH:14]=1)=[O:7])([CH3:1])[CH3:3].[CH3:47][O:46][C:44]([C@@H:35]([NH2:34])[CH2:36][C:37]1[CH:38]=[CH:39][C:40]([OH:43])=[CH:41][CH:42]=1)=[O:45]. The catalyst class is: 7. (6) Reactant: [Cl:1][C:2]1[CH:11]=[CH:10][C:9]2[C:4](=[CH:5][CH:6]=[C:7]([Cl:22])[C:8]=2[NH:12][C:13](=[O:21])[CH2:14][CH:15]2[CH2:20][CH2:19][CH2:18][CH2:17][CH2:16]2)[N:3]=1.[NH2:23][CH2:24][CH2:25][CH2:26][OH:27]. Product: [ClH:1].[Cl:22][C:7]1[C:8]([NH:12][C:13](=[O:21])[CH2:14][CH:15]2[CH2:20][CH2:19][CH2:18][CH2:17][CH2:16]2)=[C:9]2[C:4](=[CH:5][CH:6]=1)[N:3]=[C:2]([NH:23][CH2:24][CH2:25][CH2:26][OH:27])[CH:11]=[CH:10]2. The catalyst class is: 6. (7) Reactant: [CH:1]1([NH2:6])[CH2:5][CH2:4][CH2:3][CH2:2]1.OC1C=CC=CN=1.[C:14]([O:18][C:19](=[O:48])[NH:20][C@H:21]([C@@H:39]1[CH2:43][C@@H:42]([CH:44]([CH3:46])[CH3:45])[C:41](=[O:47])[O:40]1)[CH2:22][N:23]1[CH2:28][C:27](=[O:29])[N:26]([C:30]2[CH:35]=[CH:34][CH:33]=[CH:32][C:31]=2[Cl:36])[CH2:25][C:24]1([CH3:38])[CH3:37])([CH3:17])([CH3:16])[CH3:15]. Product: [C:14]([O:18][C:19](=[O:48])[NH:20][C@@H:21]([CH2:22][N:23]1[CH2:28][C:27](=[O:29])[N:26]([C:30]2[CH:35]=[CH:34][CH:33]=[CH:32][C:31]=2[Cl:36])[CH2:25][C:24]1([CH3:37])[CH3:38])[C@@H:39]([OH:40])[CH2:43][C@H:42]([C:41](=[O:47])[NH:6][CH:1]1[CH2:5][CH2:4][CH2:3][CH2:2]1)[CH:44]([CH3:46])[CH3:45])([CH3:15])([CH3:16])[CH3:17]. The catalyst class is: 6. (8) Reactant: [CH2:1]([O:4][C:5]1[CH:10]=[CH:9][C:8]([C:11]#[C:12][C:13]2[CH:18]=[CH:17][C:16]([CH:19]([CH3:22])[CH2:20][NH2:21])=[CH:15][CH:14]=2)=[CH:7][CH:6]=1)[CH2:2][CH3:3].[C:23](Cl)(=[O:25])[CH3:24]. Product: [CH2:1]([O:4][C:5]1[CH:10]=[CH:9][C:8]([C:11]#[C:12][C:13]2[CH:14]=[CH:15][C:16]([CH:19]([CH3:22])[CH2:20][NH:21][C:23](=[O:25])[CH3:24])=[CH:17][CH:18]=2)=[CH:7][CH:6]=1)[CH2:2][CH3:3]. The catalyst class is: 2. (9) Product: [O:20]([C:18]1[CH:17]=[CH:16][C:14]2[CH:15]=[C:11]([CH2:9][OH:8])[O:12][C:13]=2[CH:19]=1)[C:21]1[CH:22]=[CH:23][CH:24]=[CH:25][CH:26]=1. Reactant: O1CCCC1.C([O:8][C:9]([C:11]1[O:12][C:13]2[CH:19]=[C:18]([O:20][C:21]3[CH:26]=[CH:25][CH:24]=[CH:23][CH:22]=3)[CH:17]=[CH:16][C:14]=2[CH:15]=1)=O)C.[H-].[Al+3].[Li+].[H-].[H-].[H-].[OH-].[Na+]. The catalyst class is: 6.